From a dataset of Full USPTO retrosynthesis dataset with 1.9M reactions from patents (1976-2016). Predict the reactants needed to synthesize the given product. (1) Given the product [CH3:39][C@@:40]([S:63]([CH3:66])(=[O:64])=[O:65])([CH2:46][CH2:47][C:48]1[CH:49]=[CH:50][C:51]([B:54]2[O:58][C:57]([CH3:59])([CH3:60])[C:56]([CH3:62])([CH3:61])[O:55]2)=[CH:52][CH:53]=1)[C:41]([O:43][CH2:44][CH3:45])=[O:42], predict the reactants needed to synthesize it. The reactants are: BrC1C=CC(CC[C@@](C)(S(C)(=O)=O)C(OCC)=O)=CC=1.B1(B2OC(C)(C)C(C)(C)O2)OC(C)(C)C(C)(C)O1.[CH3:39][C:40]([S:63]([CH3:66])(=[O:65])=[O:64])([CH2:46][CH2:47][C:48]1[CH:53]=[CH:52][C:51]([B:54]2[O:58][C:57]([CH3:60])([CH3:59])[C:56]([CH3:62])([CH3:61])[O:55]2)=[CH:50][CH:49]=1)[C:41]([O:43][CH2:44][CH3:45])=[O:42]. (2) Given the product [Br:1][C:2]1[CH:7]=[C:6]([N+:8]([O-:10])=[O:9])[C:5]([NH:11][C:18](=[O:19])[CH2:17][C:13]([CH3:16])([CH3:15])[CH3:14])=[C:4]([CH3:12])[CH:3]=1, predict the reactants needed to synthesize it. The reactants are: [Br:1][C:2]1[CH:7]=[C:6]([N+:8]([O-:10])=[O:9])[C:5]([NH2:11])=[C:4]([CH3:12])[CH:3]=1.[C:13]([CH2:17][C:18](Cl)=[O:19])([CH3:16])([CH3:15])[CH3:14].O. (3) Given the product [CH:1]([O:40][C:42]([NH:41][CH2:44][CH2:45][CH2:46][Si:47]([O:48][CH2:49][CH3:50])([O:54][CH2:55][CH3:56])[O:51][CH2:52][CH3:53])=[O:43])([CH2:2][N:3]([S:5]([C:8]([C:11]([C:14]([C:17]([F:20])([F:19])[F:18])([F:16])[F:15])([F:13])[F:12])([F:10])[F:9])(=[O:7])=[O:6])[CH3:4])[CH2:21][N:22]([S:24]([C:27]([C:30]([C:33]([C:36]([F:37])([F:39])[F:38])([F:34])[F:35])([F:31])[F:32])([F:29])[F:28])(=[O:26])=[O:25])[CH3:23], predict the reactants needed to synthesize it. The reactants are: [CH:1]([OH:40])([CH2:21][N:22]([S:24]([C:27]([C:30]([C:33]([C:36]([F:39])([F:38])[F:37])([F:35])[F:34])([F:32])[F:31])([F:29])[F:28])(=[O:26])=[O:25])[CH3:23])[CH2:2][N:3]([S:5]([C:8]([C:11]([C:14]([C:17]([F:20])([F:19])[F:18])([F:16])[F:15])([F:13])[F:12])([F:10])[F:9])(=[O:7])=[O:6])[CH3:4].[N:41]([CH2:44][CH2:45][CH2:46][Si:47]([O:54][CH2:55][CH3:56])([O:51][CH2:52][CH3:53])[O:48][CH2:49][CH3:50])=[C:42]=[O:43]. (4) Given the product [F:1][C:2]1[C:7]([N+:12]([O-:14])=[O:13])=[CH:6][CH:5]=[C:4]([F:8])[C:3]=1[CH2:9][C:10]#[N:11], predict the reactants needed to synthesize it. The reactants are: [F:1][C:2]1[CH:7]=[CH:6][CH:5]=[C:4]([F:8])[C:3]=1[CH2:9][C:10]#[N:11].[N+:12]([O-])([OH:14])=[O:13]. (5) The reactants are: [O:1]1[CH2:6][CH2:5][CH2:4][CH2:3][CH:2]1[O:7][CH2:8]/[CH:9]=[CH:10]\[CH2:11][OH:12].[OH-].[Na+].Br[CH2:16][C:17]([O:19][C:20]([CH3:23])([CH3:22])[CH3:21])=[O:18]. Given the product [C:20]([O:19][C:17](=[O:18])[CH2:16][O:12][CH2:11]/[CH:10]=[CH:9]\[CH2:8][O:7][CH:2]1[CH2:3][CH2:4][CH2:5][CH2:6][O:1]1)([CH3:23])([CH3:22])[CH3:21], predict the reactants needed to synthesize it. (6) Given the product [N:31]1([CH2:36][CH2:37][CH2:38][NH:39][C:8](=[O:7])[NH:9][C:10]2[S:14][N:13]=[C:12]([O:15][CH2:16][C:17]3[C:22]([F:23])=[CH:21][C:20]([CH3:24])=[C:19]([F:25])[C:18]=3[F:26])[C:11]=2[C:27]([NH2:28])=[O:29])[CH2:35][CH2:34][CH2:33][CH2:32]1, predict the reactants needed to synthesize it. The reactants are: C1([O:7][C:8](=O)[NH:9][C:10]2[S:14][N:13]=[C:12]([O:15][CH2:16][C:17]3[C:22]([F:23])=[CH:21][C:20]([CH3:24])=[C:19]([F:25])[C:18]=3[F:26])[C:11]=2[C:27](=[O:29])[NH2:28])C=CC=CC=1.[N:31]1([CH2:36][CH2:37][CH2:38][NH2:39])[CH2:35][CH2:34][CH2:33][CH2:32]1. (7) Given the product [F:31][C:26]1[CH:25]=[C:24]([N:8]([C:5]2[CH:4]=[CH:3][C:2]([F:1])=[CH:7][CH:6]=2)[C:9]([C:11]2([C:14]([NH2:32])=[O:16])[CH2:12][CH2:13]2)=[O:10])[CH:29]=[CH:28][C:27]=1[OH:30], predict the reactants needed to synthesize it. The reactants are: [F:1][C:2]1[CH:7]=[CH:6][C:5]([NH:8][C:9]([C:11]2([C:14]([OH:16])=O)[CH2:13][CH2:12]2)=[O:10])=[CH:4][CH:3]=1.C(Cl)(=O)C(Cl)=O.N[C:24]1[CH:29]=[CH:28][C:27]([OH:30])=[C:26]([F:31])[CH:25]=1.[N:32]1C(C)=CC=CC=1C. (8) Given the product [Cl:15][C:16]1[N:17]=[CH:18][N:19]=[C:20]([NH:1][C:2]2[C:11]3[C:6](=[CH:7][CH:8]=[CH:9][CH:10]=3)[N:5]=[C:4]([CH3:12])[CH:3]=2)[CH:21]=1, predict the reactants needed to synthesize it. The reactants are: [NH2:1][C:2]1[C:11]2[C:6](=[CH:7][CH:8]=[CH:9][CH:10]=2)[N:5]=[C:4]([CH3:12])[CH:3]=1.[H-].[Na+].[Cl:15][C:16]1[CH:21]=[C:20](Cl)[N:19]=[CH:18][N:17]=1. (9) Given the product [CH2:12]([C:10]1[CH:11]=[C:6]([C:4]([OH:5])=[O:3])[C:7](=[O:25])[N:8]([C:15]2[CH:20]=[CH:19][CH:18]=[C:17]([C:21]([F:23])([F:24])[F:22])[CH:16]=2)[C:9]=1[CH3:14])[CH3:13], predict the reactants needed to synthesize it. The reactants are: C([O:3][C:4]([C:6]1[C:7](=[O:25])[N:8]([C:15]2[CH:20]=[CH:19][CH:18]=[C:17]([C:21]([F:24])([F:23])[F:22])[CH:16]=2)[C:9]([CH3:14])=[C:10]([CH2:12][CH3:13])[CH:11]=1)=[O:5])C.[OH-].[Na+]. (10) The reactants are: FC1C=C(O)C=CC=1.BrCCCCCCCCCO.[F:20][C:21]1[CH:22]=[C:23]([CH:35]=[CH:36][CH:37]=1)[O:24][CH2:25][CH2:26][CH2:27][CH2:28][CH2:29][CH2:30][CH2:31][CH2:32][CH2:33][OH:34].FC1C=C(C=CC=1)OCCCCCCCCC(O)=O.Cl.Cl.[CH2:59]([O:66][C:67](=[O:75])[CH2:68][C@@H:69]([NH2:74])[CH2:70][N:71]([CH3:73])[CH3:72])[C:60]1[CH:65]=[CH:64][CH:63]=[CH:62][CH:61]=1. Given the product [CH2:59]([O:66][C:67](=[O:75])[CH2:68][C@@H:69]([NH:74][C:33](=[O:34])[CH2:32][CH2:31][CH2:30][CH2:29][CH2:28][CH2:27][CH2:26][CH2:25][O:24][C:23]1[CH:35]=[CH:36][CH:37]=[C:21]([F:20])[CH:22]=1)[CH2:70][N:71]([CH3:72])[CH3:73])[C:60]1[CH:65]=[CH:64][CH:63]=[CH:62][CH:61]=1, predict the reactants needed to synthesize it.